From a dataset of Reaction yield outcomes from USPTO patents with 853,638 reactions. Predict the reaction yield, written as a fraction of the theoretical maximum amount of product (1.0 means a 100% yield; for example, 0.34 means a 34% yield). (1) The reactants are [N:1]1([C:7]2[CH:12]=[CH:11][C:10]([C:13](=O)[CH:14]=[N:15]O)=[CH:9][CH:8]=2)[CH2:6][CH2:5][O:4][CH2:3][CH2:2]1.C(C1N=[C:22]([C:32]2[C:33]([O:39][CH3:40])=[N:34][CH:35]=[CH:36][C:37]=2[I:38])[N:23]([OH:31])C=1C1C=CC=CC=1)C. No catalyst specified. The product is [I:38][C:37]1[CH:36]=[CH:35][N:34]=[C:33]([O:39][CH3:40])[C:32]=1[C:22]1[N:23]([OH:31])[C:13]([C:10]2[CH:9]=[CH:8][C:7]([N:1]3[CH2:2][CH2:3][O:4][CH2:5][CH2:6]3)=[CH:12][CH:11]=2)=[CH:14][N:15]=1. The yield is 0.220. (2) The reactants are C(OC([NH:8][CH:9]1[C:18]2[C:13](=[CH:14][CH:15]=[C:16]([NH:19][C:20]([C:22]3[C:31](=[O:32])[C:30]4[C:25](=[CH:26][CH:27]=[CH:28][CH:29]=4)[NH:24][CH:23]=3)=[O:21])[CH:17]=2)[CH2:12][CH2:11][CH2:10]1)=O)(C)(C)C.C(O)(C(F)(F)F)=O. The catalyst is ClCCl. The product is [NH2:8][CH:9]1[C:18]2[C:13](=[CH:14][CH:15]=[C:16]([NH:19][C:20]([C:22]3[C:31](=[O:32])[C:30]4[C:25](=[CH:26][CH:27]=[CH:28][CH:29]=4)[NH:24][CH:23]=3)=[O:21])[CH:17]=2)[CH2:12][CH2:11][CH2:10]1. The yield is 0.930.